Dataset: Catalyst prediction with 721,799 reactions and 888 catalyst types from USPTO. Task: Predict which catalyst facilitates the given reaction. Reactant: [C:1]([O-:10])(=[O:9])[CH2:2][CH2:3][CH2:4][CH2:5][CH2:6][CH2:7][CH3:8].[Na+].[CH3:12][C@@H:13]1[N:34]2[C:17]3[C:18]([C:30]([C:32]([C:35]([OH:37])=[O:36])=[CH:33]2)=[O:31])=[CH:19][C:20]([F:29])=[C:21]([N:22]2[CH2:27][CH2:26][N:25]([CH3:28])[CH2:24][CH2:23]2)[C:16]=3[O:15][CH2:14]1.Cl. Product: [CH3:12][C@@H:13]1[N:34]2[C:17]3[C:18]([C:30]([C:32]([C:35]([OH:37])=[O:36])=[CH:33]2)=[O:31])=[CH:19][C:20]([F:29])=[C:21]([N:22]2[CH2:23][CH2:24][N:25]([CH3:28])[CH2:26][CH2:27]2)[C:16]=3[O:15][CH2:14]1.[C:1]([O-:10])(=[O:9])[CH2:2][CH2:3][CH2:4][CH2:5][CH2:6][CH2:7][CH3:8]. The catalyst class is: 6.